From a dataset of Full USPTO retrosynthesis dataset with 1.9M reactions from patents (1976-2016). Predict the reactants needed to synthesize the given product. (1) Given the product [Cl:1][C:2]1[CH:3]=[CH:4][C:5]([C:8]#[C:9][CH:10]([NH2:12])[CH3:11])=[CH:6][CH:7]=1, predict the reactants needed to synthesize it. The reactants are: [Cl:1][C:2]1[CH:7]=[CH:6][C:5]([C:8]#[C:9][CH:10]([N:12]2C(=O)C3C(=CC=CC=3)C2=O)[CH3:11])=[CH:4][CH:3]=1.CO.NN. (2) The reactants are: [F:1][C:2]1[CH:3]=[C:4]([CH:9]2[N:14]([C:15]([O:17][C:18]3[CH:23]=[CH:22][C:21]([N+:24]([O-:26])=[O:25])=[CH:20][CH:19]=3)=[O:16])[C:13]([O:27]C)=[N:12][C:11]([CH3:29])=[C:10]2[C:30]([O:32][CH3:33])=[O:31])[CH:5]=[CH:6][C:7]=1[F:8].[Br:34]Br. Given the product [F:1][C:2]1[CH:3]=[C:4]([CH:9]2[N:14]([C:15]([O:17][C:18]3[CH:23]=[CH:22][C:21]([N+:24]([O-:26])=[O:25])=[CH:20][CH:19]=3)=[O:16])[C:13](=[O:27])[NH:12][C:11]([CH2:29][Br:34])=[C:10]2[C:30]([O:32][CH3:33])=[O:31])[CH:5]=[CH:6][C:7]=1[F:8], predict the reactants needed to synthesize it. (3) The reactants are: [Cl:1][C:2]1[CH:3]=[C:4]([CH:24]=[CH:25][C:26]=1[F:27])[CH2:5][N:6]1[CH2:15][CH2:14][C:13]2[C:8](=[C:9]([O:21][CH3:22])[C:10](=[O:20])[N:11]([CH3:19])[C:12]=2[C:16](O)=[O:17])[C:7]1=[O:23].C(Cl)(=O)C(Cl)=O.[CH3:34][NH:35][CH3:36].C1COCC1. Given the product [Cl:1][C:2]1[CH:3]=[C:4]([CH:24]=[CH:25][C:26]=1[F:27])[CH2:5][N:6]1[CH2:15][CH2:14][C:13]2[C:8](=[C:9]([O:21][CH3:22])[C:10](=[O:20])[N:11]([CH3:19])[C:12]=2[C:16]([N:35]([CH3:36])[CH3:34])=[O:17])[C:7]1=[O:23], predict the reactants needed to synthesize it. (4) Given the product [CH:5]([C:4]1[CH:7]=[C:8]([CH:9]=[CH:10][C:3]=1[O:2][CH3:1])[CH:21]=[CH:20][C:19]([OH:23])=[O:22])=[O:6], predict the reactants needed to synthesize it. The reactants are: [CH3:1][O:2][C:3]1[CH:10]=[CH:9][C:8](I)=[CH:7][C:4]=1[CH:5]=[O:6].C(N(CC)CC)C.[C:19]([O:23]C)(=[O:22])[CH:20]=[CH2:21]. (5) Given the product [O:18]1[CH2:15][CH2:16][N:7]([C:4]2[C:3]3[C:2](=[N:1][CH:19]=[N:20][C:13]=3[NH2:14])[NH:6][N:5]=2)[CH2:12][CH2:11]1, predict the reactants needed to synthesize it. The reactants are: [NH2:1][C:2]1[NH:6][N:5]=[C:4]([N:7]2[CH2:12][CH2:11]OCC2)[C:3]=1[C:13]#[N:14].[C:15]([OH:18])(=O)[CH3:16].[CH:19](N)=[NH:20]. (6) Given the product [C:39]([C:36]1[CH:37]=[C:38]2[C:33](=[CH:34][CH:35]=1)[N:32]([CH:41]([CH3:43])[CH3:42])[CH:31]=[C:30]2[CH:27]1[CH2:28][CH2:29][C:24](=[O:23])[CH2:25][CH2:26]1)#[N:40], predict the reactants needed to synthesize it. The reactants are: C(C1C=C2C(=CC=1)N(C)C=C2C1CCC(=O)CC1)#N.O1[C:24]2([CH2:29][CH2:28][CH:27]([C:30]3[C:38]4[C:33](=[CH:34][CH:35]=[C:36]([C:39]#[N:40])[CH:37]=4)[N:32]([CH:41]([CH3:43])[CH3:42])[CH:31]=3)[CH2:26][CH2:25]2)[O:23]CC1.